Dataset: Reaction yield outcomes from USPTO patents with 853,638 reactions. Task: Predict the reaction yield, written as a fraction of the theoretical maximum amount of product (1.0 means a 100% yield; for example, 0.34 means a 34% yield). (1) The reactants are [C:1](Cl)(=[O:4])[CH:2]=[CH2:3].[CH3:6][N:7]1[C:11]2=[N:12][CH:13]=[CH:14][CH:15]=[C:10]2[C:9](CNC)=[CH:8]1.[CH2:19]([N:21](CC)[CH2:22]C)C. The catalyst is C(Cl)Cl. The product is [CH3:19][N:21]([CH2:22][C:8]1[N:7]([CH3:6])[C:11]2=[N:12][CH:13]=[CH:14][CH:15]=[C:10]2[CH:9]=1)[C:1](=[O:4])[CH:2]=[CH2:3]. The yield is 0.800. (2) The reactants are [OH:1][C:2]1[CH:7]=[CH:6][CH:5]=[CH:4][C:3]=1[C:8](=[O:17])[CH2:9][C:10]([O:12][C:13]([CH3:16])([CH3:15])[CH3:14])=[O:11].[CH:18](=O)[C:19]1[CH:24]=[CH:23][CH:22]=[CH:21][CH:20]=1. The catalyst is N1CCCCC1.C(O)(=O)C.C1C=CC=CC=1. The product is [OH:1][C:2]1[CH:7]=[CH:6][CH:5]=[CH:4][C:3]=1[C:8](/[C:9](=[CH:18]\[C:19]1[CH:24]=[CH:23][CH:22]=[CH:21][CH:20]=1)/[C:10]([O:12][C:13]([CH3:14])([CH3:16])[CH3:15])=[O:11])=[O:17]. The yield is 0.830. (3) The reactants are [OH-].[K+].C([O:5][C:6](=[O:28])[C:7]([CH3:27])([CH3:26])[CH2:8][CH2:9][CH2:10][CH2:11][CH:12]([OH:25])[CH2:13][CH2:14][CH2:15][CH2:16][C:17]([CH3:24])([CH3:23])[C:18]([O:20]CC)=[O:19])C. The catalyst is O.C(O)C. The product is [OH:25][CH:12]([CH2:13][CH2:14][CH2:15][CH2:16][C:17]([CH3:24])([CH3:23])[C:18]([OH:20])=[O:19])[CH2:11][CH2:10][CH2:9][CH2:8][C:7]([CH3:27])([CH3:26])[C:6]([OH:28])=[O:5]. The yield is 0.950. (4) The catalyst is ClCCl. The reactants are [Br:1][C:2]1[CH:7]=[CH:6][C:5]([S:8](Cl)(=[O:10])=[O:9])=[C:4]([F:12])[CH:3]=1.[CH2:13]([NH:15][CH2:16][CH3:17])[CH3:14]. The yield is 0.430. The product is [Br:1][C:2]1[CH:7]=[CH:6][C:5]([S:8]([N:15]([CH2:16][CH3:17])[CH2:13][CH3:14])(=[O:10])=[O:9])=[C:4]([F:12])[CH:3]=1. (5) The reactants are [F:1][C:2]1[CH:7]=[C:6]([C:8]2[S:12][CH:11]=[N:10][C:9]=2[C:13]2[CH:18]=[CH:17][C:16]([F:19])=[CH:15][CH:14]=2)[CH:5]=[CH:4][N:3]=1.C([Li])CCC.[N:25]1[CH:30]=[CH:29][CH:28]=[C:27]([CH:31]=[O:32])[CH:26]=1. The catalyst is C1COCC1. The product is [F:19][C:16]1[CH:15]=[CH:14][C:13]([C:9]2[N:10]=[C:11]([CH:31]([C:27]3[CH:26]=[N:25][CH:30]=[CH:29][CH:28]=3)[OH:32])[S:12][C:8]=2[C:6]2[CH:5]=[CH:4][N:3]=[C:2]([F:1])[CH:7]=2)=[CH:18][CH:17]=1. The yield is 0.600. (6) The reactants are [F:1][C:2]([F:29])([F:28])[C:3]1[C:4]2[N:5]([C:19]([C:22]#[C:23][Si](C)(C)C)=[CH:20][N:21]=2)[CH:6]=[C:7]([C:9]2[CH:14]=[CH:13][C:12]([C:15]([F:18])([F:17])[F:16])=[CH:11][CH:10]=2)[CH:8]=1.C([O-])([O-])=O.[K+].[K+]. The catalyst is C1COCC1.CO.CC(OC)(C)C. The product is [C:22]([C:19]1[N:5]2[CH:6]=[C:7]([C:9]3[CH:14]=[CH:13][C:12]([C:15]([F:18])([F:17])[F:16])=[CH:11][CH:10]=3)[CH:8]=[C:3]([C:2]([F:1])([F:29])[F:28])[C:4]2=[N:21][CH:20]=1)#[CH:23]. The yield is 0.660. (7) The reactants are [N:1]1([C:7]2[C:8]3[N:16]=[C:15]([C:17]4[CH:18]=[N:19][CH:20]=[CH:21][CH:22]=4)[S:14][C:9]=3[N:10]=[C:11]([NH2:13])[N:12]=2)[CH2:6][CH2:5][NH:4][CH2:3][CH2:2]1.[C:23]1([CH3:34])[CH:28]=[CH:27][CH:26]=[C:25]([O:29][CH2:30][C:31](O)=[O:32])[CH:24]=1. No catalyst specified. The product is [NH2:13][C:11]1[N:12]=[C:7]([N:1]2[CH2:6][CH2:5][N:4]([C:31](=[O:32])[CH2:30][O:29][C:25]3[CH:24]=[C:23]([CH3:34])[CH:28]=[CH:27][CH:26]=3)[CH2:3][CH2:2]2)[C:8]2[N:16]=[C:15]([C:17]3[CH:18]=[N:19][CH:20]=[CH:21][CH:22]=3)[S:14][C:9]=2[N:10]=1. The yield is 0.450. (8) The reactants are Br[C:2]1[CH:12]=[CH:11][C:5]2[S:6](=[O:10])(=[O:9])[CH2:7][CH2:8][C:4]=2[CH:3]=1.[B:13]1([B:13]2[O:17][C:16]([CH3:19])([CH3:18])[C:15]([CH3:21])([CH3:20])[O:14]2)[O:17][C:16]([CH3:19])([CH3:18])[C:15]([CH3:21])([CH3:20])[O:14]1.C(Cl)Cl.C([O-])(=O)C.[K+]. The catalyst is CS(C)=O.C1C=CC(P(C2C=CC=CC=2)[C-]2C=CC=C2)=CC=1.C1C=CC(P(C2C=CC=CC=2)[C-]2C=CC=C2)=CC=1.Cl[Pd]Cl.[Fe+2]. The product is [O:9]=[S:6]1(=[O:10])[CH2:7][CH2:8][C:4]2[CH:3]=[C:2]([B:13]3[O:17][C:16]([CH3:19])([CH3:18])[C:15]([CH3:21])([CH3:20])[O:14]3)[CH:12]=[CH:11][C:5]1=2. The yield is 0.590. (9) The reactants are [F:1][C:2]1[CH:7]=[CH:6][C:5]([C:8]2[CH:13]=[C:12]([CH:14]([CH3:16])[CH3:15])[N:11]=[C:10]([OH:17])[N:9]=2)=[CH:4][CH:3]=1.CN(C=O)C.[Br:23]N1C(=O)CCC1=O. The catalyst is O. The product is [Br:23][C:13]1[C:8]([C:5]2[CH:4]=[CH:3][C:2]([F:1])=[CH:7][CH:6]=2)=[N:9][C:10]([OH:17])=[N:11][C:12]=1[CH:14]([CH3:15])[CH3:16]. The yield is 0.970.